Dataset: Merck oncology drug combination screen with 23,052 pairs across 39 cell lines. Task: Regression. Given two drug SMILES strings and cell line genomic features, predict the synergy score measuring deviation from expected non-interaction effect. (1) Drug 1: CS(=O)(=O)CCNCc1ccc(-c2ccc3ncnc(Nc4ccc(OCc5cccc(F)c5)c(Cl)c4)c3c2)o1. Drug 2: Cn1c(=O)n(-c2ccc(C(C)(C)C#N)cc2)c2c3cc(-c4cnc5ccccc5c4)ccc3ncc21. Cell line: A427. Synergy scores: synergy=15.4. (2) Drug 1: CN(Cc1cnc2nc(N)nc(N)c2n1)c1ccc(C(=O)NC(CCC(=O)O)C(=O)O)cc1. Drug 2: CC(C)CC(NC(=O)C(Cc1ccccc1)NC(=O)c1cnccn1)B(O)O. Cell line: COLO320DM. Synergy scores: synergy=-28.1.